Dataset: CYP1A2 inhibition data for predicting drug metabolism from PubChem BioAssay. Task: Regression/Classification. Given a drug SMILES string, predict its absorption, distribution, metabolism, or excretion properties. Task type varies by dataset: regression for continuous measurements (e.g., permeability, clearance, half-life) or binary classification for categorical outcomes (e.g., BBB penetration, CYP inhibition). Dataset: cyp1a2_veith. (1) The compound is COc1ccc(NC(=O)N2CCCC2C(=O)Nc2ccccc2)cc1. The result is 0 (non-inhibitor). (2) The compound is CCC(=O)O[C@@H]1CC(=O)O[C@H](C)C/C=C\C=C/[C@H](O)[C@H](C)C[C@H](CC=O)[C@@H](O[C@H]2O[C@@H](C)[C@@H](O[C@@H]3C[C@](C)(O)[C@H](OC(=O)CC)[C@H](C)O3)[C@@H](N(C)C)[C@@H]2O)[C@@H]1OC. The result is 0 (non-inhibitor). (3) The result is 1 (inhibitor). The compound is CCOC(=O)[C@H]1[C@H](O)C[C@@H]2c3ccccc3-c3ccccc3[C@H]21. (4) The compound is FC(F)(F)c1ccccc1-c1nccc(N2CCNCC2)n1. The result is 1 (inhibitor). (5) The compound is COc1ccc(CNc2ncncc2-c2ccccc2C)c(OC)c1. The result is 1 (inhibitor). (6) The compound is O=C(NCc1ccccc1)C(c1ccc(F)cc1)N(Cc1ccco1)C(=O)c1ccccn1. The result is 0 (non-inhibitor). (7) The molecule is C/C(CCN1CCCc2nc(C)c(C)cc21)=N\OC[C@@H](O)COCc1ccco1. The result is 0 (non-inhibitor). (8) The molecule is Cc1ccccc1-c1ccc2ncnc(NCc3cccs3)c2c1. The result is 1 (inhibitor).